From a dataset of Reaction yield outcomes from USPTO patents with 853,638 reactions. Predict the reaction yield, written as a fraction of the theoretical maximum amount of product (1.0 means a 100% yield; for example, 0.34 means a 34% yield). The reactants are BrN1C(=O)CCC1=O.[N:9]1[CH:14]=[C:13]([CH3:15])[CH:12]=[C:11]([CH3:16])[CH:10]=1.[OH:17][C:18]1[CH:19]=[C:20]([C:24]([NH2:26])=[O:25])[CH:21]=[CH:22][CH:23]=1.C([O-])([O-])=O.[K+].[K+]. The catalyst is C(Cl)(Cl)(Cl)Cl.CN(C=O)C.C(Cl)Cl. The product is [CH3:15][C:13]1[CH:12]=[C:11]([CH2:16][O:17][C:18]2[CH:19]=[C:20]([C:24]([NH2:26])=[O:25])[CH:21]=[CH:22][CH:23]=2)[CH:10]=[N:9][CH:14]=1. The yield is 0.0720.